This data is from Catalyst prediction with 721,799 reactions and 888 catalyst types from USPTO. The task is: Predict which catalyst facilitates the given reaction. The catalyst class is: 5. Reactant: [F:1][C:2]1[CH:7]=[C:6]([I:8])[CH:5]=[CH:4][C:3]=1[NH:9][C:10]1[CH:19]=[N:18][CH:17]=[CH:16][C:11]=1[C:12]([NH:14][NH2:15])=[O:13].[CH3:20][N:21]=[C:22]=[O:23]. Product: [F:1][C:2]1[CH:7]=[C:6]([I:8])[CH:5]=[CH:4][C:3]=1[NH:9][C:10]1[CH:19]=[N:18][CH:17]=[CH:16][C:11]=1[C:12]([NH:14][NH:15][C:22]([NH:21][CH3:20])=[O:23])=[O:13].